This data is from Retrosynthesis with 50K atom-mapped reactions and 10 reaction types from USPTO. The task is: Predict the reactants needed to synthesize the given product. Given the product O=C(O)C1=C(c2ccccc2)CN(Cc2ccccc2)C1, predict the reactants needed to synthesize it. The reactants are: CCOC(=O)C1=C(c2ccccc2)CN(Cc2ccccc2)C1.